From a dataset of Reaction yield outcomes from USPTO patents with 853,638 reactions. Predict the reaction yield, written as a fraction of the theoretical maximum amount of product (1.0 means a 100% yield; for example, 0.34 means a 34% yield). (1) The reactants are [C:1]1([C@H:7]([NH:10][C:11]([C:13]2[CH:14]=[C:15]([C:22]([N:24]3[CH2:28][CH2:27][CH2:26][C@@H:25]3[C:29]([OH:31])=[O:30])=[O:23])[N:16]3[CH2:21][CH2:20][O:19][CH2:18][C:17]=23)=[O:12])[CH2:8][CH3:9])[CH:6]=[CH:5][CH:4]=[CH:3][CH:2]=1.[CH:32](O)([CH3:34])[CH3:33]. The catalyst is Cl. The product is [CH:32]([O:30][C:29]([C@H:25]1[CH2:26][CH2:27][CH2:28][N:24]1[C:22]([C:15]1[N:16]2[C:17]([CH2:18][O:19][CH2:20][CH2:21]2)=[C:13]([C:11](=[O:12])[NH:10][C@@H:7]([C:1]2[CH:6]=[CH:5][CH:4]=[CH:3][CH:2]=2)[CH2:8][CH3:9])[CH:14]=1)=[O:23])=[O:31])([CH3:34])[CH3:33]. The yield is 0.490. (2) The yield is 0.990. The reactants are [F:1][C:2]1[CH:8]=[CH:7][C:5]([NH2:6])=[C:4]([CH3:9])[CH:3]=1.[F:10][C:11]1[N:26]=[CH:25][CH:24]=[CH:23][C:12]=1[C:13](NC1C=CC=CC=1C)=[O:14]. The product is [F:10][C:11]1[N:26]=[CH:25][CH:24]=[CH:23][C:12]=1[C:13]([NH:6][C:5]1[CH:7]=[CH:8][C:2]([F:1])=[CH:3][C:4]=1[CH3:9])=[O:14]. No catalyst specified.